The task is: Predict the reaction yield, written as a fraction of the theoretical maximum amount of product (1.0 means a 100% yield; for example, 0.34 means a 34% yield).. This data is from Reaction yield outcomes from USPTO patents with 853,638 reactions. (1) The reactants are CC1(C)[O:6][C@@H:5]([CH2:7][O:8][NH:9][C:10]([C:12]2[O:20][C:15]3=[CH:16][N:17]=[CH:18][CH:19]=[C:14]3[C:13]=2[NH:21][C:22]2[CH:27]=[CH:26][C:25]([I:28])=[CH:24][C:23]=2[F:29])=[O:11])[CH2:4][O:3]1.N. The catalyst is CO. The product is [OH:6][C@H:5]([CH2:4][OH:3])[CH2:7][O:8][NH:9][C:10]([C:12]1[O:20][C:15]2=[CH:16][N:17]=[CH:18][CH:19]=[C:14]2[C:13]=1[NH:21][C:22]1[CH:27]=[CH:26][C:25]([I:28])=[CH:24][C:23]=1[F:29])=[O:11]. The yield is 0.780. (2) The reactants are [NH2:1][C:2]1[N:7]=[CH:6][N:5]=[C:4]2[N:8]([CH:12]([C:14]3[O:15][C:16]4[C:21]([C:22](=[O:31])[C:23]=3[C:24]3[CH:29]=[CH:28][CH:27]=[C:26]([F:30])[CH:25]=3)=[CH:20][CH:19]=[CH:18][CH:17]=4)[CH3:13])[N:9]=[C:10](I)[C:3]=12.[NH:32]1[C:40]2[CH:39]=[CH:38][CH:37]=[C:36](B3OC(C)(C)C(C)(C)O3)[C:35]=2[CH:34]=[N:33]1.C(=O)([O-])[O-].[Na+].[Na+].ClCCl. The catalyst is CN(C=O)C.C(O)C.O. The product is [NH2:1][C:2]1[N:7]=[CH:6][N:5]=[C:4]2[N:8]([CH:12]([C:14]3[O:15][C:16]4[C:21]([C:22](=[O:31])[C:23]=3[C:24]3[CH:29]=[CH:28][CH:27]=[C:26]([F:30])[CH:25]=3)=[CH:20][CH:19]=[CH:18][CH:17]=4)[CH3:13])[N:9]=[C:10]([C:36]3[CH:37]=[CH:38][CH:39]=[C:40]4[C:35]=3[CH:34]=[N:33][NH:32]4)[C:3]=12. The yield is 0.130. (3) The reactants are [C:1]([C:4]1[C:5](F)=[C:6]([F:22])[C:7]([NH:14][C:15]2[CH:20]=[CH:19][CH:18]=[CH:17][C:16]=2[F:21])=[C:8]([CH:13]=1)[C:9]([O:11][CH3:12])=[O:10])(=O)[CH3:2].[NH2:24][NH2:25]. The catalyst is CN(C=O)C. The product is [CH3:12][O:11][C:9]([C:8]1[C:7]([NH:14][C:15]2[CH:20]=[CH:19][CH:18]=[CH:17][C:16]=2[F:21])=[C:6]([F:22])[C:5]2[C:4](=[C:1]([CH3:2])[NH:24][N:25]=2)[CH:13]=1)=[O:10]. The yield is 0.750. (4) The reactants are C(#N)C.[CH3:4][C:5]1[CH:10]=[CH:9][C:8]([OH:11])=[CH:7][C:6]=1[S:12][CH2:13][C:14]([F:17])([F:16])[F:15].Br[CH2:19][CH2:20][CH2:21][CH2:22][CH2:23][Cl:24].C(=O)([O-])[O-].[K+].[K+]. The catalyst is [Br-].C([N+](CCCC)(CCCC)CCCC)CCC.C(OCC)(=O)C.CCCCCC. The product is [Cl:24][CH2:23][CH2:22][CH2:21][CH2:20][CH2:19][O:11][C:8]1[CH:9]=[CH:10][C:5]([CH3:4])=[C:6]([S:12][CH2:13][C:14]([F:15])([F:17])[F:16])[CH:7]=1. The yield is 0.790.